This data is from Reaction yield outcomes from USPTO patents with 853,638 reactions. The task is: Predict the reaction yield, written as a fraction of the theoretical maximum amount of product (1.0 means a 100% yield; for example, 0.34 means a 34% yield). (1) The reactants are [C:1]([O:5][C:6]([NH:8][CH:9]([CH2:14][C:15]1[CH:20]=[CH:19][CH:18]=[CH:17][C:16]=1[O:21][CH2:22][CH2:23][CH2:24][CH2:25][CH2:26][O:27][C:28]1[CH:33]=[C:32]([C:34]2[CH:39]=[CH:38][CH:37]=[CH:36][CH:35]=2)[CH:31]=[C:30]([C:40]2[CH:45]=[CH:44][CH:43]=[CH:42][CH:41]=2)[N:29]=1)[C:10]([O:12]C)=[O:11])=[O:7])([CH3:4])([CH3:3])[CH3:2].O.[OH-].[Li+]. The catalyst is C1COCC1. The product is [C:1]([O:5][C:6]([NH:8][CH:9]([CH2:14][C:15]1[CH:20]=[CH:19][CH:18]=[CH:17][C:16]=1[O:21][CH2:22][CH2:23][CH2:24][CH2:25][CH2:26][O:27][C:28]1[CH:33]=[C:32]([C:34]2[CH:39]=[CH:38][CH:37]=[CH:36][CH:35]=2)[CH:31]=[C:30]([C:40]2[CH:41]=[CH:42][CH:43]=[CH:44][CH:45]=2)[N:29]=1)[C:10]([OH:12])=[O:11])=[O:7])([CH3:4])([CH3:2])[CH3:3]. The yield is 0.880. (2) The reactants are [Cl:1][C:2]1[CH:3]=[C:4]([S:8]([NH:11][C:12]2[CH:20]=[CH:19][C:15]([C:16]([OH:18])=[O:17])=[C:14]([OH:21])[CH:13]=2)(=[O:10])=[O:9])[S:5][C:6]=1[Cl:7]. The catalyst is C(O)CCCC. The product is [Cl:1][C:2]1[CH:3]=[C:4]([S:8]([NH:11][C:12]2[CH:20]=[CH:19][C:15]([C:16]([O:18][CH2:14][CH2:13][CH2:12][CH2:20][CH3:19])=[O:17])=[C:14]([OH:21])[CH:13]=2)(=[O:9])=[O:10])[S:5][C:6]=1[Cl:7]. The yield is 0.710. (3) The reactants are [Cl-].[Ce+3].[Cl-].[Cl-].[BH4-:5].[Na+].[C:7]1([CH3:22])[CH:12]=[CH:11][CH:10]=[C:9]([PH:13](=O)[C:14]2[CH:15]=[C:16]([CH3:20])[CH:17]=[CH:18][CH:19]=2)[CH:8]=1.[H-].[Al+3].[Li+].[H-].[H-].[H-].Cl. The catalyst is C1COCC1.C1(C)C=CC=CC=1.O. The product is [C:16]1([CH3:20])[CH:17]=[CH:18][CH:19]=[C:14]([PH:13][C:9]2[CH:8]=[C:7]([CH3:22])[CH:12]=[CH:11][CH:10]=2)[CH:15]=1.[BH3:5]. The yield is 0.210. (4) The reactants are [NH2:1][C:2]1[CH:7]=[CH:6][C:5]([N:8]2[C:14](=[O:15])[CH2:13][C:12](=[O:16])[NH:11][C:10]3[C:17]4[C:22]([CH:23]=[CH:24][C:9]2=3)=[CH:21][CH:20]=[CH:19][CH:18]=4)=[CH:4][CH:3]=1.[CH:25]([C:28]1[CH:36]=[CH:35][CH:34]=[CH:33][C:29]=1[C:30](Cl)=[O:31])([CH3:27])[CH3:26].NC1C=CC(N2C3C(=C4C(=CC=3)C=NC=C4)NC(=O)CC2=O)=CC=1. No catalyst specified. The product is [CH:25]([C:28]1[CH:36]=[CH:35][CH:34]=[CH:33][C:29]=1[C:30]([NH:1][C:2]1[CH:7]=[CH:6][C:5]([N:8]2[C:14](=[O:15])[CH2:13][C:12](=[O:16])[NH:11][C:10]3[C:17]4[C:22]([CH:23]=[CH:24][C:9]2=3)=[CH:21][CH:20]=[CH:19][CH:18]=4)=[CH:4][CH:3]=1)=[O:31])([CH3:27])[CH3:26]. The yield is 0.350. (5) The reactants are FC(F)(F)S(O[C:7]1[CH:8]=[C:9]2[C:32](=[CH:33][C:34]=1[CH3:35])[C:13]1=[N:14][O:15][C:16]([C:17]3[C:21]([C:22]([F:25])([F:24])[F:23])=[C:20]([C:26]4[CH:31]=[CH:30][CH:29]=[CH:28][CH:27]=4)[O:19][N:18]=3)=[C:12]1[CH2:11][CH2:10]2)(=O)=O.[Cl-].[Li+].[CH2:40]([Sn](CCCC)(CCCC)C=C)[CH2:41]CC. The catalyst is O1CCOCC1.[Pd].C1(P(C2C=CC=CC=2)C2C=CC=CC=2)C=CC=CC=1.C1(P(C2C=CC=CC=2)C2C=CC=CC=2)C=CC=CC=1.C1(P(C2C=CC=CC=2)C2C=CC=CC=2)C=CC=CC=1.C1(P(C2C=CC=CC=2)C2C=CC=CC=2)C=CC=CC=1. The product is [CH3:35][C:34]1[CH:33]=[C:32]2[C:9]([CH2:10][CH2:11][C:12]3[C:13]2=[N:14][O:15][C:16]=3[C:17]2[C:21]([C:22]([F:24])([F:23])[F:25])=[C:20]([C:26]3[CH:31]=[CH:30][CH:29]=[CH:28][CH:27]=3)[O:19][N:18]=2)=[CH:8][C:7]=1[CH:40]=[CH2:41]. The yield is 0.620. (6) The reactants are [NH:1]1[CH:5]=[C:4]([C:6]#[N:7])[N:3]=[CH:2]1.F[C:9]1[CH:14]=[CH:13][C:12]([N+:15]([O-:17])=[O:16])=[CH:11][C:10]=1[O:18][CH3:19].C([O-])([O-])=O.[K+].[K+]. The catalyst is CN(C=O)C.CCOC(C)=O. The product is [CH3:19][O:18][C:10]1[CH:11]=[C:12]([N+:15]([O-:17])=[O:16])[CH:13]=[CH:14][C:9]=1[N:1]1[CH:5]=[C:4]([C:6]#[N:7])[N:3]=[CH:2]1. The yield is 0.890.